From a dataset of Forward reaction prediction with 1.9M reactions from USPTO patents (1976-2016). Predict the product of the given reaction. (1) Given the reactants [CH2:1]([O:8][C:9]1[CH:57]=[CH:56][C:12]([C:13]([O:15][C:16]2[CH:21]=[CH:20][C:19]([CH2:22][N:23]([CH2:48][C:49]([O:51]C(C)(C)C)=[O:50])[C:24](=[O:47])[C:25]3[CH:30]=[CH:29][C:28]([NH:31][C:32](=[O:46])[CH2:33][C:34]4[CH:39]=[CH:38][C:37]([O:40][CH3:41])=[CH:36][C:35]=4[C:42]([F:45])([F:44])[F:43])=[CH:27][N:26]=3)=[CH:18][CH:17]=2)=[O:14])=[CH:11][CH:10]=1)[CH2:2][CH2:3][CH2:4][CH2:5][CH2:6][CH3:7].C(O)(C(F)(F)F)=O, predict the reaction product. The product is: [CH2:1]([O:8][C:9]1[CH:10]=[CH:11][C:12]([C:13]([O:15][C:16]2[CH:17]=[CH:18][C:19]([CH2:22][N:23]([CH2:48][C:49]([OH:51])=[O:50])[C:24](=[O:47])[C:25]3[CH:30]=[CH:29][C:28]([NH:31][C:32](=[O:46])[CH2:33][C:34]4[CH:39]=[CH:38][C:37]([O:40][CH3:41])=[CH:36][C:35]=4[C:42]([F:43])([F:44])[F:45])=[CH:27][N:26]=3)=[CH:20][CH:21]=2)=[O:14])=[CH:56][CH:57]=1)[CH2:2][CH2:3][CH2:4][CH2:5][CH2:6][CH3:7]. (2) Given the reactants [Cl:1][C:2]1[C:7]([Cl:8])=[CH:6][CH:5]=[C:4]([Cl:9])[C:3]=1[CH:10]([O:12][C:13]1[CH:19]=[CH:18][C:16]([NH2:17])=[CH:15][CH:14]=1)[CH3:11].[S-:20][C:21]#[N:22].[K+].BrBr, predict the reaction product. The product is: [Cl:1][C:2]1[C:7]([Cl:8])=[CH:6][CH:5]=[C:4]([Cl:9])[C:3]=1[CH:10]([O:12][C:13]1[CH:14]=[CH:15][C:16]2[N:17]=[C:21]([NH2:22])[S:20][C:18]=2[CH:19]=1)[CH3:11]. (3) Given the reactants [CH2:1]([O:3][C:4]([CH:6]1[CH2:10][CH2:9][CH2:8][C:7]1=O)=[O:5])[CH3:2].[Cl:12][C:13]1[CH:20]=[CH:19][C:16]([CH2:17][NH2:18])=[CH:15][CH:14]=1.C([BH3-])#N.[Na+], predict the reaction product. The product is: [CH2:1]([O:3][C:4]([C:6]1[CH2:10][CH2:9][CH2:8][C:7]=1[NH:18][CH2:17][C:16]1[CH:19]=[CH:20][C:13]([Cl:12])=[CH:14][CH:15]=1)=[O:5])[CH3:2]. (4) Given the reactants [Cl:1][C:2]1[CH:3]=[C:4]([C:9]2[CH2:13][CH2:12][CH2:11][C:10]=2[C:14]2[CH:15]=[CH:16][C:17]([CH3:25])=[C:18]([CH:24]=2)[C:19]([O:21][CH2:22][CH3:23])=[O:20])[C:5](=[O:8])[NH:6][CH:7]=1.[F:26][C:27]1[CH:34]=[CH:33][C:30]([CH2:31]Br)=[CH:29][CH:28]=1, predict the reaction product. The product is: [Cl:1][C:2]1[CH:3]=[C:4]([C:9]2[CH2:13][CH2:12][CH2:11][C:10]=2[C:14]2[CH:15]=[CH:16][C:17]([CH3:25])=[C:18]([CH:24]=2)[C:19]([O:21][CH2:22][CH3:23])=[O:20])[C:5]([O:8][CH2:31][C:30]2[CH:33]=[CH:34][C:27]([F:26])=[CH:28][CH:29]=2)=[N:6][CH:7]=1. (5) Given the reactants C(N(CC)CC)C.Cl[C:9]1[CH:10]=[CH:11][C:12](=[O:16])[N:13]([CH3:15])[N:14]=1.[NH:17]1[CH2:22][CH2:21][CH:20]([C:23]([OH:25])=[O:24])[CH2:19][CH2:18]1.[OH-].[Na+], predict the reaction product. The product is: [CH3:15][N:13]1[C:12](=[O:16])[CH:11]=[CH:10][C:9]([N:17]2[CH2:22][CH2:21][CH:20]([C:23]([OH:25])=[O:24])[CH2:19][CH2:18]2)=[N:14]1. (6) Given the reactants [CH3:1][C:2]([CH3:44])([CH2:6][C:7]1[N:11]([CH2:12][C:13]2[CH:18]=[CH:17][C:16](B3OC(C)(C)C(C)(C)O3)=[CH:15][CH:14]=2)[C:10]2[CH:28]=[CH:29][C:30]([O:32][CH2:33][C:34]3[CH:43]=[CH:42][C:41]4[C:36](=[CH:37][CH:38]=[CH:39][CH:40]=4)[N:35]=3)=[CH:31][C:9]=2[N:8]=1)[C:3]([OH:5])=[O:4].Br[C:46]1[CH:47]=[N:48][N:49]([CH3:51])[CH:50]=1, predict the reaction product. The product is: [CH3:44][C:2]([CH3:1])([CH2:6][C:7]1[N:11]([CH2:12][C:13]2[CH:18]=[CH:17][C:16]([C:46]3[CH:47]=[N:48][N:49]([CH3:51])[CH:50]=3)=[CH:15][CH:14]=2)[C:10]2[CH:28]=[CH:29][C:30]([O:32][CH2:33][C:34]3[CH:43]=[CH:42][C:41]4[C:36](=[CH:37][CH:38]=[CH:39][CH:40]=4)[N:35]=3)=[CH:31][C:9]=2[N:8]=1)[C:3]([OH:5])=[O:4]. (7) Given the reactants [CH:1]1([CH2:7][N:8]2[C:16]3[C:11](=[CH:12][CH:13]=[CH:14][C:15]=3[O:17][CH3:18])[C:10]([CH:19]=O)=[CH:9]2)[CH2:6][CH2:5][CH2:4][CH2:3][CH2:2]1.Cl.[NH2:22][OH:23].C([O-])(=O)C.[Na+], predict the reaction product. The product is: [CH:1]1([CH2:7][N:8]2[C:16]3[C:11](=[CH:12][CH:13]=[CH:14][C:15]=3[O:17][CH3:18])[C:10]([CH:19]=[N:22][OH:23])=[CH:9]2)[CH2:6][CH2:5][CH2:4][CH2:3][CH2:2]1. (8) Given the reactants Br[C:2]1[CH:3]=[C:4]([CH:7]=[CH:8][CH:9]=1)[C:5]#[N:6].C([O:13][B:14](OC(C)C)[O:15]C(C)C)(C)C.C([Li])CCC.S(=O)(=O)(O)O.[OH-].[Na+], predict the reaction product. The product is: [C:5]([C:4]1[CH:3]=[C:2]([B:14]([OH:15])[OH:13])[CH:9]=[CH:8][CH:7]=1)#[N:6]. (9) Given the reactants [F:1][C:2]1[CH:3]=[CH:4][C:5]([N+:11]([O-:13])=[O:12])=[C:6]([CH:10]=1)[C:7]([OH:9])=O.O.ON1C2C=CC=CC=2N=N1.Cl.CN(C)CCCN=C=NCC.[NH2:37][CH2:38][C:39]([NH:41][CH:42]([CH3:44])[CH3:43])=[O:40], predict the reaction product. The product is: [F:1][C:2]1[CH:3]=[CH:4][C:5]([N+:11]([O-:13])=[O:12])=[C:6]([CH:10]=1)[C:7]([NH:37][CH2:38][C:39](=[O:40])[NH:41][CH:42]([CH3:44])[CH3:43])=[O:9]. (10) Given the reactants [N:1]1[C:10]2[C:5](=[CH:6][C:7]([C:11]3([C:14]4[N:18]5[CH:19]=[C:20]([N:23]6[CH:27]=[C:26]([C:28]([O:30]CC)=[O:29])[CH:25]=[N:24]6)[CH:21]=[N:22][C:17]5=[N:16][CH:15]=4)[CH2:13][CH2:12]3)=[CH:8][CH:9]=2)[CH:4]=[CH:3][CH:2]=1.[OH-].[Li+].Cl, predict the reaction product. The product is: [N:1]1[C:10]2[C:5](=[CH:6][C:7]([C:11]3([C:14]4[N:18]5[CH:19]=[C:20]([N:23]6[CH:27]=[C:26]([C:28]([OH:30])=[O:29])[CH:25]=[N:24]6)[CH:21]=[N:22][C:17]5=[N:16][CH:15]=4)[CH2:13][CH2:12]3)=[CH:8][CH:9]=2)[CH:4]=[CH:3][CH:2]=1.